From a dataset of NCI-60 drug combinations with 297,098 pairs across 59 cell lines. Regression. Given two drug SMILES strings and cell line genomic features, predict the synergy score measuring deviation from expected non-interaction effect. (1) Drug 1: CC(CN1CC(=O)NC(=O)C1)N2CC(=O)NC(=O)C2. Drug 2: CCC1(C2=C(COC1=O)C(=O)N3CC4=CC5=C(C=CC(=C5CN(C)C)O)N=C4C3=C2)O.Cl. Cell line: M14. Synergy scores: CSS=31.2, Synergy_ZIP=-5.53, Synergy_Bliss=5.41, Synergy_Loewe=-15.2, Synergy_HSA=4.90. (2) Drug 1: CN(CC1=CN=C2C(=N1)C(=NC(=N2)N)N)C3=CC=C(C=C3)C(=O)NC(CCC(=O)O)C(=O)O. Drug 2: CC1CCC2CC(C(=CC=CC=CC(CC(C(=O)C(C(C(=CC(C(=O)CC(OC(=O)C3CCCCN3C(=O)C(=O)C1(O2)O)C(C)CC4CCC(C(C4)OC)O)C)C)O)OC)C)C)C)OC. Cell line: HCT116. Synergy scores: CSS=43.5, Synergy_ZIP=4.77, Synergy_Bliss=1.06, Synergy_Loewe=-27.9, Synergy_HSA=0.831. (3) Drug 1: CC1C(C(=O)NC(C(=O)N2CCCC2C(=O)N(CC(=O)N(C(C(=O)O1)C(C)C)C)C)C(C)C)NC(=O)C3=C4C(=C(C=C3)C)OC5=C(C(=O)C(=C(C5=N4)C(=O)NC6C(OC(=O)C(N(C(=O)CN(C(=O)C7CCCN7C(=O)C(NC6=O)C(C)C)C)C)C(C)C)C)N)C. Drug 2: CC=C1C(=O)NC(C(=O)OC2CC(=O)NC(C(=O)NC(CSSCCC=C2)C(=O)N1)C(C)C)C(C)C. Cell line: MOLT-4. Synergy scores: CSS=70.7, Synergy_ZIP=-4.52, Synergy_Bliss=-8.61, Synergy_Loewe=-10.7, Synergy_HSA=-9.19. (4) Drug 1: C1CCN(CC1)CCOC2=CC=C(C=C2)C(=O)C3=C(SC4=C3C=CC(=C4)O)C5=CC=C(C=C5)O. Drug 2: CC1=C(C=C(C=C1)C(=O)NC2=CC(=CC(=C2)C(F)(F)F)N3C=C(N=C3)C)NC4=NC=CC(=N4)C5=CN=CC=C5. Cell line: DU-145. Synergy scores: CSS=-8.46, Synergy_ZIP=7.50, Synergy_Bliss=6.90, Synergy_Loewe=-6.63, Synergy_HSA=-4.66. (5) Drug 1: CC1OCC2C(O1)C(C(C(O2)OC3C4COC(=O)C4C(C5=CC6=C(C=C35)OCO6)C7=CC(=C(C(=C7)OC)O)OC)O)O. Drug 2: CCN(CC)CCNC(=O)C1=C(NC(=C1C)C=C2C3=C(C=CC(=C3)F)NC2=O)C. Cell line: IGROV1. Synergy scores: CSS=22.2, Synergy_ZIP=-10.6, Synergy_Bliss=2.02, Synergy_Loewe=-1.45, Synergy_HSA=2.11. (6) Drug 1: CC1=C(C=C(C=C1)NC(=O)C2=CC=C(C=C2)CN3CCN(CC3)C)NC4=NC=CC(=N4)C5=CN=CC=C5. Drug 2: CC1=C2C(C(=O)C3(C(CC4C(C3C(C(C2(C)C)(CC1OC(=O)C(C(C5=CC=CC=C5)NC(=O)OC(C)(C)C)O)O)OC(=O)C6=CC=CC=C6)(CO4)OC(=O)C)O)C)O. Cell line: DU-145. Synergy scores: CSS=19.3, Synergy_ZIP=16.5, Synergy_Bliss=16.4, Synergy_Loewe=12.3, Synergy_HSA=10.3. (7) Drug 1: C1=CC(=C2C(=C1NCCNCCO)C(=O)C3=C(C=CC(=C3C2=O)O)O)NCCNCCO. Drug 2: CN(C)C1=NC(=NC(=N1)N(C)C)N(C)C. Cell line: HCC-2998. Synergy scores: CSS=17.0, Synergy_ZIP=-7.59, Synergy_Bliss=-5.36, Synergy_Loewe=-39.1, Synergy_HSA=-8.81. (8) Drug 1: C1=CC(=CC=C1C#N)C(C2=CC=C(C=C2)C#N)N3C=NC=N3. Drug 2: CC1=C2C(C(=O)C3(C(CC4C(C3C(C(C2(C)C)(CC1OC(=O)C(C(C5=CC=CC=C5)NC(=O)OC(C)(C)C)O)O)OC(=O)C6=CC=CC=C6)(CO4)OC(=O)C)O)C)O. Cell line: BT-549. Synergy scores: CSS=-0.107, Synergy_ZIP=1.29, Synergy_Bliss=-0.00418, Synergy_Loewe=-5.84, Synergy_HSA=-4.01.